This data is from CYP1A2 inhibition data for predicting drug metabolism from PubChem BioAssay. The task is: Regression/Classification. Given a drug SMILES string, predict its absorption, distribution, metabolism, or excretion properties. Task type varies by dataset: regression for continuous measurements (e.g., permeability, clearance, half-life) or binary classification for categorical outcomes (e.g., BBB penetration, CYP inhibition). Dataset: cyp1a2_veith. (1) The molecule is Cc1cc2nc3[nH]c4c(Cl)cc(Cl)cc4c3nc2cc1C. The result is 1 (inhibitor). (2) The compound is CS(=O)(=O)N1CCC2(CC1)CN(c1ccncc1)C2. The result is 0 (non-inhibitor). (3) The result is 0 (non-inhibitor). The drug is Cc1c(NC(=S)NC(=O)C(c2ccccc2)c2ccccc2)cccc1C(=O)O. (4) The drug is CN(C)c1ccc(NC(=O)CN2CCN(c3ccccc3F)CC2)cc1. The result is 1 (inhibitor). (5) The compound is Cn1c(CN2CCOCC2)nnc1SCc1ccccc1. The result is 0 (non-inhibitor).